This data is from Full USPTO retrosynthesis dataset with 1.9M reactions from patents (1976-2016). The task is: Predict the reactants needed to synthesize the given product. (1) Given the product [CH3:1][C:2](=[CH:5][CH2:6][CH:7]1[CH2:11][CH:10]=[C:9]([CH3:12])[C:8]1([CH3:14])[CH3:13])[CH:3]=[CH:17][C:15]#[N:16], predict the reactants needed to synthesize it. The reactants are: [CH3:1][C:2](=[CH:5][CH2:6][CH:7]1[CH2:11][CH:10]=[C:9]([CH3:12])[C:8]1([CH3:14])[CH3:13])[CH:3]=O.[C:15]([CH2:17]C(O)=O)#[N:16].N1C(C)=CC=CC=1C. (2) The reactants are: [Cl:1][C:2]1[CH:3]=[CH:4][C:5]2[N:11]3[C:12]([CH:15]([CH3:17])[CH3:16])=[N:13][N:14]=[C:10]3[CH:9]([CH2:18][C:19]([N:21]3[CH2:26][CH2:25][CH:24]([C:27]([O:29]C)=[O:28])[CH2:23][CH2:22]3)=[O:20])[O:8][CH:7]([C:31]3[CH:36]=[CH:35][CH:34]=[C:33]([O:37][CH3:38])[C:32]=3[O:39][CH3:40])[C:6]=2[CH:41]=1.Cl. Given the product [Cl:1][C:2]1[CH:3]=[CH:4][C:5]2[N:11]3[C:12]([CH:15]([CH3:16])[CH3:17])=[N:13][N:14]=[C:10]3[CH:9]([CH2:18][C:19]([N:21]3[CH2:22][CH2:23][CH:24]([C:27]([OH:29])=[O:28])[CH2:25][CH2:26]3)=[O:20])[O:8][CH:7]([C:31]3[CH:36]=[CH:35][CH:34]=[C:33]([O:37][CH3:38])[C:32]=3[O:39][CH3:40])[C:6]=2[CH:41]=1, predict the reactants needed to synthesize it. (3) Given the product [ClH:19].[NH:1]([C:2]1[CH:7]=[CH:6][C:5]([S:8]([N:11]([CH3:13])[CH3:12])(=[O:10])=[O:9])=[CH:4][CH:3]=1)[NH2:14], predict the reactants needed to synthesize it. The reactants are: [NH2:1][C:2]1[CH:7]=[CH:6][C:5]([S:8]([N:11]([CH3:13])[CH3:12])(=[O:10])=[O:9])=[CH:4][CH:3]=1.[N:14]([O-])=O.[Na+].[Sn](Cl)[Cl:19].[OH-].[Na+]. (4) Given the product [CH3:22][O:23][C:24]1[CH:9]=[N:7][C:8]2[CH:5]=[CH:4][CH:3]=[C:2]([CH:12]=[O:13])[C:21]=2[CH:20]=1, predict the reactants needed to synthesize it. The reactants are: [Li][CH2:2][CH2:3][CH2:4][CH3:5].C[N:7]([CH:9]=O)[CH3:8].C[CH2:12][OH:13].OS([O-])(=O)=O.[Na+].[CH2:20]1[CH2:24][O:23][CH2:22][CH2:21]1. (5) Given the product [OH:8][C:9]1[CH:10]=[C:11]([CH:20]([OH:26])[CH2:21][NH:46][C:43]([CH3:45])([CH3:44])[CH2:42][CH2:41][N:37]2[C:38]([CH3:40])=[N:39][C:35]([C:32]3[CH:31]=[CH:30][C:29]([O:28][CH3:27])=[CH:34][CH:33]=3)=[N:36]2)[C:12]2[O:17][CH2:16][C:15](=[O:18])[NH:14][C:13]=2[CH:19]=1, predict the reactants needed to synthesize it. The reactants are: C([O:8][C:9]1[CH:10]=[C:11]([C:20](=[O:26])[CH:21](OCC)O)[C:12]2[O:17][CH2:16][C:15](=[O:18])[NH:14][C:13]=2[CH:19]=1)C1C=CC=CC=1.[CH3:27][O:28][C:29]1[CH:34]=[CH:33][C:32]([C:35]2[N:39]=[C:38]([CH3:40])[N:37]([CH2:41][CH2:42][C:43]([NH2:46])([CH3:45])[CH3:44])[N:36]=2)=[CH:31][CH:30]=1. (6) Given the product [CH2:29]([O:28][C:26](=[O:27])[NH:25][C:22]1[CH:23]=[CH:24][C:19]([CH2:18][C@H:12]2[C@H:11]([OH:10])[C@@H:16]([NH2:8])[CH2:15][S@@:14](=[O:17])[CH2:13]2)=[CH:20][C:21]=1[F:36])[C:30]1[CH:35]=[CH:34][CH:33]=[CH:32][CH:31]=1, predict the reactants needed to synthesize it. The reactants are: C(OC([N:8]1[C@@H:16]2[C@H:11]([C@H:12]([CH2:18][C:19]3[CH:24]=[CH:23][C:22]([NH:25][C:26]([O:28][CH2:29][C:30]4[CH:35]=[CH:34][CH:33]=[CH:32][CH:31]=4)=[O:27])=[C:21]([F:36])[CH:20]=3)[CH2:13][S@:14](=[O:17])[CH2:15]2)[O:10]C1(C)C)=O)(C)(C)C. (7) Given the product [N+:6]([C:9]1[CH:14]=[C:13]([N+:15]([O-:17])=[O:16])[CH:12]=[CH:11][C:10]=1[CH2:18][C:19]([N:3]([CH2:4][CH3:5])[CH2:1][CH3:2])=[O:20])([O-:8])=[O:7], predict the reactants needed to synthesize it. The reactants are: [CH2:1]([NH:3][CH2:4][CH3:5])[CH3:2].[N+:6]([C:9]1[CH:14]=[C:13]([N+:15]([O-:17])=[O:16])[CH:12]=[CH:11][C:10]=1[CH2:18][C:19](Cl)=[O:20])([O-:8])=[O:7]. (8) Given the product [Br:26][CH:23]([CH3:24])[CH2:22][CH2:21][CH2:20][O:1][CH2:2][CH:3]1[CH2:8][CH2:7][N:6]([C:9]([O:11][C:12]([CH3:15])([CH3:14])[CH3:13])=[O:10])[CH2:5][CH2:4]1, predict the reactants needed to synthesize it. The reactants are: [OH:1][CH2:2][CH:3]1[CH2:8][CH2:7][N:6]([C:9]([O:11][C:12]([CH3:15])([CH3:14])[CH3:13])=[O:10])[CH2:5][CH2:4]1.[H-].[Na+].BrC[CH2:20][CH2:21][CH2:22][CH:23]([Br:26])[CH2:24]C.O. (9) Given the product [F:1][C:2]1[CH:7]=[C:6]([NH2:8])[C:5]([NH:11][C@H:12]([C:14]2[CH:19]=[CH:18][C:17]([F:20])=[CH:16][CH:15]=2)[CH3:13])=[N:4][C:3]=1[NH:21][C:22]1[CH:26]=[C:25]([CH3:27])[NH:24][N:23]=1, predict the reactants needed to synthesize it. The reactants are: [F:1][C:2]1[C:3]([NH:21][C:22]2[CH:26]=[C:25]([CH3:27])[NH:24][N:23]=2)=[N:4][C:5]([NH:11][C@H:12]([C:14]2[CH:19]=[CH:18][C:17]([F:20])=[CH:16][CH:15]=2)[CH3:13])=[C:6]([N+:8]([O-])=O)[CH:7]=1.[NH4+].[Cl-].CCOC(C)=O. (10) Given the product [O:69]1[C:65]2[CH:64]=[CH:63][C:62]([NH:1][C:2]3[CH:14]=[C:13]([C:15]4[CH:16]=[CH:17][CH:18]=[CH:19][CH:20]=4)[CH:12]=[CH:11][C:3]=3[C:4]([O:6][C:7]([CH3:10])([CH3:9])[CH3:8])=[O:5])=[CH:70][C:66]=2[CH:67]=[CH:68]1, predict the reactants needed to synthesize it. The reactants are: [NH2:1][C:2]1[CH:14]=[C:13]([C:15]2[CH:20]=[CH:19][CH:18]=[CH:17][CH:16]=2)[CH:12]=[CH:11][C:3]=1[C:4]([O:6][C:7]([CH3:10])([CH3:9])[CH3:8])=[O:5].C1(P(C2CCCCC2)C2C=CC=CC=2C2C(C(C)C)=CC(C(C)C)=CC=2C(C)C)CCCCC1.C(=O)([O-])[O-].[Cs+].[Cs+].Br[C:62]1[CH:63]=[CH:64][C:65]2[O:69][CH:68]=[CH:67][C:66]=2[CH:70]=1.